From a dataset of Full USPTO retrosynthesis dataset with 1.9M reactions from patents (1976-2016). Predict the reactants needed to synthesize the given product. (1) Given the product [I:22][C:12]1[CH:11]=[CH:10][C:9]([S:34](=[O:36])(=[O:35])[NH:51][C:52]2[CH:56]=[CH:55][O:54][N:53]=2)=[CH:14][C:13]=1/[CH:15]=[CH:16]/[C:17]([O:19][CH2:20][CH3:21])=[O:18], predict the reactants needed to synthesize it. The reactants are: C(S[C:9]1[CH:10]=[CH:11][C:12]([I:22])=[C:13](/[CH:15]=[CH:16]/[C:17]([O:19][CH2:20][CH3:21])=[O:18])[CH:14]=1)C1C=CC=CC=1.ClN1C(C)(C)C(=O)N(Cl)C1=O.[S:34](Cl)(Cl)(=[O:36])=[O:35].N1CC(=O)NC1=O.S(=O)(O)[O-].[Na+].[NH2:51][C:52]1[CH:56]=[CH:55][O:54][N:53]=1.N1C=CC=CC=1.Cl. (2) Given the product [CH3:34][C:22]1[CH:23]=[C:24]([O:27][CH:28]2[CH2:33][CH2:32][O:31][CH2:30][CH2:29]2)[CH:25]=[CH:26][C:21]=1[C:2]1[C:6]2[CH:7]=[C:8]([CH2:11][OH:12])[CH:9]=[CH:10][C:5]=2[S:4][CH:3]=1, predict the reactants needed to synthesize it. The reactants are: Br[C:2]1[C:6]2[CH:7]=[C:8]([CH2:11][OH:12])[CH:9]=[CH:10][C:5]=2[S:4][CH:3]=1.CC1(C)C(C)(C)OB([C:21]2[CH:26]=[CH:25][C:24]([O:27][CH:28]3[CH2:33][CH2:32][O:31][CH2:30][CH2:29]3)=[CH:23][C:22]=2[CH3:34])O1.C([O-])([O-])=O.[Cs+].[Cs+]. (3) Given the product [CH3:1][O:2][C:3](=[O:39])[CH:4]([N:16]1[CH2:21][CH2:20][N:19]([C:22](=[O:33])[CH:23]([NH:32][C:49](=[O:50])[C:48]([NH:47][C:45]([O:44][C:40]([CH3:43])([CH3:42])[CH3:41])=[O:46])([CH3:53])[CH3:52])[CH2:24][C:25]2[CH:26]=[CH:27][C:28]([F:31])=[CH:29][CH:30]=2)[CH:18]([CH2:34][CH:35]2[CH2:37][CH2:36]2)[C:17]1=[O:38])[CH2:5][C:6]1[CH:15]=[CH:14][C:13]2[C:8](=[CH:9][CH:10]=[CH:11][CH:12]=2)[CH:7]=1, predict the reactants needed to synthesize it. The reactants are: [CH3:1][O:2][C:3](=[O:39])[CH:4]([N:16]1[CH2:21][CH2:20][N:19]([C:22](=[O:33])[CH:23]([NH2:32])[CH2:24][C:25]2[CH:30]=[CH:29][C:28]([F:31])=[CH:27][CH:26]=2)[CH:18]([CH2:34][CH:35]2[CH2:37][CH2:36]2)[C:17]1=[O:38])[CH2:5][C:6]1[CH:15]=[CH:14][C:13]2[C:8](=[CH:9][CH:10]=[CH:11][CH:12]=2)[CH:7]=1.[C:40]([O:44][C:45]([NH:47][C:48]([CH3:53])([CH3:52])[C:49](O)=[O:50])=[O:46])([CH3:43])([CH3:42])[CH3:41].ON1C2C=CC=CC=2N=N1.CN1CCOCC1.CN(C)CCCN=C=NCC. (4) Given the product [F:16][C:11]1[CH:10]=[C:9]([O:8][C:6]2[CH:5]=[CH:4][N:3]=[C:2]([C:23]3[CH:22]=[N:21][N:20]([CH:17]([CH3:19])[CH3:18])[CH:24]=3)[CH:7]=2)[CH:14]=[CH:13][C:12]=1[NH2:15], predict the reactants needed to synthesize it. The reactants are: Cl[C:2]1[CH:7]=[C:6]([O:8][C:9]2[CH:14]=[CH:13][C:12]([NH2:15])=[C:11]([F:16])[CH:10]=2)[CH:5]=[CH:4][N:3]=1.[CH:17]([N:20]1[CH:24]=[C:23](B2OC(C)(C)C(C)(C)O2)[CH:22]=[N:21]1)([CH3:19])[CH3:18].C([O-])([O-])=O.[K+].[K+]. (5) Given the product [CH3:1][N:2]([CH3:49])[CH2:3][C:4]([N:6]1[C:14]2[C:9](=[CH:10][C:11]([O:46][CH3:47])=[C:12]([NH:15][C:16]3[NH:21][C:20]4=[N:22][CH:23]=[CH:24][C:19]4=[C:18]([NH:35][C:36]4[CH:44]=[CH:43][CH:42]=[C:41]([F:45])[C:37]=4[C:38]([NH2:40])=[O:39])[N:17]=3)[CH:13]=2)[CH2:8][C@@H:7]1[CH3:48])=[O:5], predict the reactants needed to synthesize it. The reactants are: [CH3:1][N:2]([CH3:49])[CH2:3][C:4]([N:6]1[C:14]2[C:9](=[CH:10][C:11]([O:46][CH3:47])=[C:12]([NH:15][C:16]3[N:17]=[C:18]([NH:35][C:36]4[CH:44]=[CH:43][CH:42]=[C:41]([F:45])[C:37]=4[C:38]([NH2:40])=[O:39])[C:19]4[CH:24]=[CH:23][N:22](S(C5C=CC(C)=CC=5)(=O)=O)[C:20]=4[N:21]=3)[CH:13]=2)[CH2:8][C@@H:7]1[CH3:48])=[O:5].[OH-].[Na+].[Na+].[Cl-]. (6) Given the product [CH2:1]([N:8]([C@H:20]([CH2:40][OH:41])[CH2:21][C:22]1[CH:23]=[CH:24][C:25]([NH:28][C:29](=[O:30])[C:31]2[CH:32]=[CH:33][C:34]([C:35]([NH:44][CH3:48])=[O:37])=[CH:38][CH:39]=2)=[CH:26][CH:27]=1)[CH2:9][C@H:10]([OH:19])[CH2:11][O:12][C:13]1[CH:18]=[CH:17][CH:16]=[CH:15][CH:14]=1)[C:2]1[CH:3]=[CH:4][CH:5]=[CH:6][CH:7]=1, predict the reactants needed to synthesize it. The reactants are: [CH2:1]([N:8]([C@H:20]([CH2:40][OH:41])[CH2:21][C:22]1[CH:27]=[CH:26][C:25]([NH:28][C:29]([C:31]2[CH:39]=[CH:38][C:34]([C:35]([OH:37])=O)=[CH:33][CH:32]=2)=[O:30])=[CH:24][CH:23]=1)[CH2:9][C@H:10]([OH:19])[CH2:11][O:12][C:13]1[CH:18]=[CH:17][CH:16]=[CH:15][CH:14]=1)[C:2]1[CH:7]=[CH:6][CH:5]=[CH:4][CH:3]=1.O.O[N:44]1[C:48]2C=CC=CC=2N=N1.CN(C)CCCN=C=NCC.Cl.CN.